The task is: Predict the reactants needed to synthesize the given product.. This data is from Full USPTO retrosynthesis dataset with 1.9M reactions from patents (1976-2016). (1) Given the product [F:1][C:2]1[CH:3]=[C:4]([C:8]2[C:12]([C:13]([N:39]3[CH2:38][CH2:37][N:36]([C:33]4[CH:32]=[CH:31][C:30]([F:29])=[CH:35][CH:34]=4)[CH2:41][CH2:40]3)=[O:15])=[C:11]([CH3:16])[O:10][N:9]=2)[CH:5]=[CH:6][CH:7]=1, predict the reactants needed to synthesize it. The reactants are: [F:1][C:2]1[CH:3]=[C:4]([C:8]2[C:12]([C:13]([OH:15])=O)=[C:11]([CH3:16])[O:10][N:9]=2)[CH:5]=[CH:6][CH:7]=1.Cl.C(N=C=NCCCN(C)C)C.[F:29][C:30]1[CH:35]=[CH:34][C:33]([N:36]2[CH2:41][CH2:40][NH:39][CH2:38][CH2:37]2)=[CH:32][CH:31]=1. (2) Given the product [C:1]([O:5][C:6]([NH:8][C@@H:9]1[C@H:14]([NH:15][C:16]2[N:21]=[C:20]([C:41]3[S:40][C:39]4[CH:46]=[CH:47][C:36]([F:35])=[CH:37][C:38]=4[CH:42]=3)[C:19]3[C:23](=[O:33])[N:24]([C:26]([O:28][C:29]([CH3:32])([CH3:31])[CH3:30])=[O:27])[CH2:25][C:18]=3[C:17]=2[F:34])[CH2:13][CH2:12][O:11][CH2:10]1)=[O:7])([CH3:4])([CH3:3])[CH3:2], predict the reactants needed to synthesize it. The reactants are: [C:1]([O:5][C:6]([NH:8][C@@H:9]1[C@H:14]([NH:15][C:16]2[N:21]=[C:20](Cl)[C:19]3[C:23](=[O:33])[N:24]([C:26]([O:28][C:29]([CH3:32])([CH3:31])[CH3:30])=[O:27])[CH2:25][C:18]=3[C:17]=2[F:34])[CH2:13][CH2:12][O:11][CH2:10]1)=[O:7])([CH3:4])([CH3:3])[CH3:2].[F:35][C:36]1[CH:47]=[CH:46][C:39]2[S:40][C:41](B(O)O)=[CH:42][C:38]=2[CH:37]=1. (3) Given the product [OH:14][C:13]([CH2:12][CH2:11][CH2:10][CH2:9][C@H:8]1[C@@H:3]2[C@@H:2]([NH:7][C:5]([NH:4]2)=[O:6])[CH2:1][S:19]1)=[O:15], predict the reactants needed to synthesize it. The reactants are: [CH3:1][CH:2]1[NH:7][C:5](=[O:6])[NH:4][CH:3]1[CH2:8][CH2:9][CH2:10][CH2:11][CH2:12][C:13]([OH:15])=[O:14].N[C@H](C(O)=O)C[SH:19].C(S)[C@@H](O)[C@H](O)CS.C(O)C(N)(CO)CO.Cl. (4) Given the product [CH:5]1[S:1][CH:2]=[C:3]2[C:11](=[O:13])[CH2:17][C:6](=[O:8])[C:4]=12, predict the reactants needed to synthesize it. The reactants are: [S:1]1[CH:5]=[C:4]([C:6]([O:8]CC)=O)[C:3]([C:11]([O:13]CC)=O)=[CH:2]1.[O-][CH2:17]C.[Na+].C(OCC)(=O)C.S(=O)(=O)(O)O. (5) Given the product [CH:29]([O:31][CH2:32][CH2:33][O:34][NH:35][C:4]([C:6]1[N:14]([CH3:15])[C:13]2[CH:12]=[CH:11][N:10]=[CH:9][C:8]=2[C:7]=1[NH:18][C:19]1[CH:24]=[CH:23][C:22]([I:25])=[CH:21][C:20]=1[F:26])=[O:5])=[CH2:30], predict the reactants needed to synthesize it. The reactants are: C(O[C:4]([C:6]1[N:14]([CH3:15])[C:13]2[CH:12]=[CH:11][N:10]=[C:9](CC)[C:8]=2[C:7]=1[NH:18][C:19]1[CH:24]=[CH:23][C:22]([I:25])=[CH:21][C:20]=1[F:26])=[O:5])C.[OH-].[Na+].[CH:29]([O:31][CH2:32][CH2:33][O:34][NH2:35])=[CH2:30].CCN=C=NCCCN(C)C.C1C=CC2N(O)N=NC=2C=1.CCN(C(C)C)C(C)C. (6) The reactants are: [CH2:1]([O:8][C:9]1[CH:14]=[C:13]([O:15][CH2:16][C:17]2[CH:22]=[CH:21][CH:20]=[CH:19][CH:18]=2)[CH:12]=[C:11]([O:23][C:24]2[CH:29]=[CH:28][C:27]([N+:30]([O-])=O)=[CH:26][CH:25]=2)[C:10]=1[C:33]1[O:37][N:36]=[C:35]([C:38]([NH:40][CH2:41][CH3:42])=[O:39])[CH:34]=1)[C:2]1[CH:7]=[CH:6][CH:5]=[CH:4][CH:3]=1.[Cl-].[NH4+]. Given the product [CH2:1]([O:8][C:9]1[CH:14]=[C:13]([O:15][CH2:16][C:17]2[CH:18]=[CH:19][CH:20]=[CH:21][CH:22]=2)[CH:12]=[C:11]([O:23][C:24]2[CH:29]=[CH:28][C:27]([NH2:30])=[CH:26][CH:25]=2)[C:10]=1[C:33]1[O:37][N:36]=[C:35]([C:38]([NH:40][CH2:41][CH3:42])=[O:39])[CH:34]=1)[C:2]1[CH:7]=[CH:6][CH:5]=[CH:4][CH:3]=1, predict the reactants needed to synthesize it. (7) Given the product [NH:27]1[C:28]2[C:33](=[CH:32][CH:31]=[CH:30][CH:29]=2)[C:25]([C:23]2[CH:22]=[CH:21][N:20]=[C:19]([NH:18][C:12]3[CH:13]=[C:14]([N+:15]([O-:17])=[O:16])[C:9]([N:5]4[CH2:6][CH2:7][N:2]([CH3:1])[CH2:3][CH2:4]4)=[CH:10][C:11]=3[O:34][CH3:35])[N:24]=2)=[CH:26]1, predict the reactants needed to synthesize it. The reactants are: [CH3:1][N:2]1[CH2:7][CH2:6][NH:5][CH2:4][CH2:3]1.F[C:9]1[C:14]([N+:15]([O-:17])=[O:16])=[CH:13][C:12]([NH:18][C:19]2[N:24]=[C:23]([C:25]3[C:33]4[C:28](=[CH:29][CH:30]=[CH:31][CH:32]=4)[NH:27][CH:26]=3)[CH:22]=[CH:21][N:20]=2)=[C:11]([O:34][CH3:35])[CH:10]=1.C(O)C(F)(F)F. (8) Given the product [CH2:1]([N:8]1[CH2:12][CH2:11][C:10]([C:17]2[CH:18]=[C:19]([Cl:24])[CH:20]=[C:21]([Cl:23])[CH:22]=2)([C:13]([F:16])([F:15])[F:14])[CH2:9]1)[C:2]1[CH:7]=[CH:6][CH:5]=[CH:4][CH:3]=1, predict the reactants needed to synthesize it. The reactants are: [CH2:1]([N:8]1[CH:12]=[CH:11][C:10]([C:17]2[CH:22]=[C:21]([Cl:23])[CH:20]=[C:19]([Cl:24])[CH:18]=2)([C:13]([F:16])([F:15])[F:14])[CH2:9]1)[C:2]1[CH:7]=[CH:6][CH:5]=[CH:4][CH:3]=1.[BH4-].[Na+].Cl.